This data is from Peptide-MHC class I binding affinity with 185,985 pairs from IEDB/IMGT. The task is: Regression. Given a peptide amino acid sequence and an MHC pseudo amino acid sequence, predict their binding affinity value. This is MHC class I binding data. (1) The peptide sequence is LTNKKYRCMA. The MHC is HLA-A02:03 with pseudo-sequence HLA-A02:03. The binding affinity (normalized) is 0.206. (2) The peptide sequence is GPMPVTAASA. The MHC is HLA-B07:02 with pseudo-sequence HLA-B07:02. The binding affinity (normalized) is 0.837. (3) The peptide sequence is SLIVKCMPY. The MHC is HLA-B07:02 with pseudo-sequence HLA-B07:02. The binding affinity (normalized) is 0.0847. (4) The peptide sequence is AAQRRGRIGR. The MHC is HLA-A31:01 with pseudo-sequence HLA-A31:01. The binding affinity (normalized) is 0.929.